This data is from Peptide-MHC class I binding affinity with 185,985 pairs from IEDB/IMGT. The task is: Regression. Given a peptide amino acid sequence and an MHC pseudo amino acid sequence, predict their binding affinity value. This is MHC class I binding data. (1) The peptide sequence is ATRAVMMGL. The MHC is HLA-A30:01 with pseudo-sequence HLA-A30:01. The binding affinity (normalized) is 1.00. (2) The peptide sequence is YSGNIVHRY. The MHC is HLA-B46:01 with pseudo-sequence HLA-B46:01. The binding affinity (normalized) is 0.0847. (3) The MHC is HLA-B48:01 with pseudo-sequence HLA-B48:01. The binding affinity (normalized) is 0.0847. The peptide sequence is RPMSASRPA. (4) The peptide sequence is GLPRIVARQIV. The MHC is HLA-B27:05 with pseudo-sequence HLA-B27:05. The binding affinity (normalized) is 0. (5) The peptide sequence is DCKTILKAL. The MHC is HLA-A30:02 with pseudo-sequence HLA-A30:02. The binding affinity (normalized) is 0. (6) The peptide sequence is LDKGKLWHL. The MHC is HLA-B44:02 with pseudo-sequence HLA-B44:02. The binding affinity (normalized) is 0.0847. (7) The peptide sequence is SEFKSRFFIW. The MHC is HLA-A24:02 with pseudo-sequence HLA-A24:02. The binding affinity (normalized) is 0.328.